From a dataset of HIV replication inhibition screening data with 41,000+ compounds from the AIDS Antiviral Screen. Binary Classification. Given a drug SMILES string, predict its activity (active/inactive) in a high-throughput screening assay against a specified biological target. The drug is O=C1Oc2ccccc2C(=O)C1=CN1C(=O)NC(=Cc2ccccc2Br)C1=O. The result is 0 (inactive).